From a dataset of Forward reaction prediction with 1.9M reactions from USPTO patents (1976-2016). Predict the product of the given reaction. (1) Given the reactants [F:1][C:2]1[C:3](N)=[C:4]([NH2:9])[CH:5]=[CH:6][C:7]=1[F:8].[Cl:11][CH2:12][C:13](O)=O.[NH4+:16].[OH-], predict the reaction product. The product is: [Cl:11][CH2:12][C:13]1[NH:9][C:4]2[CH:3]=[C:2]([F:1])[C:7]([F:8])=[CH:6][C:5]=2[N:16]=1. (2) Given the reactants [OH:1][CH2:2][C@@H:3]([NH:5][C:6](=[O:12])[O:7][C:8]([CH3:11])([CH3:10])[CH3:9])[CH3:4].[OH-].[K+].Br[CH2:16][CH2:17][CH2:18][P:19](=[O:26])([O:23][CH2:24][CH3:25])[O:20][CH2:21][CH3:22], predict the reaction product. The product is: [CH2:24]([O:23][P:19]([CH2:18][CH2:17][CH2:16][O:1][CH2:2][C@@H:3]([NH:5][C:6](=[O:12])[O:7][C:8]([CH3:11])([CH3:10])[CH3:9])[CH3:4])([O:20][CH2:21][CH3:22])=[O:26])[CH3:25]. (3) The product is: [CH3:19][C:20]1[O:24][N:23]=[C:22]([NH:25][CH:8]=[C:9]2[C:17]3[C:12](=[CH:13][CH:14]=[CH:15][CH:16]=3)[NH:11][C:10]2=[O:18])[CH:21]=1. Given the reactants NC1C=CNN=1.O/[CH:8]=[C:9]1\[C:10](=[O:18])[NH:11][C:12]2[C:17]\1=[CH:16][CH:15]=[CH:14][CH:13]=2.[CH3:19][C:20]1[O:24][N:23]=[C:22]([NH2:25])[CH:21]=1, predict the reaction product. (4) Given the reactants [F:1][CH:2]([F:44])[C:3]1[N:7]([C:8]2[N:13]=[C:12]([N:14]3[CH2:19][CH2:18][O:17][CH2:16][CH2:15]3)[N:11]=[C:10]([N:20]([CH2:34][CH2:35][CH2:36]O)[CH:21]3[CH2:26][CH2:25][N:24]([C:27]([O:29][C:30]([CH3:33])([CH3:32])[CH3:31])=[O:28])[CH2:23][CH2:22]3)[N:9]=2)[C:6]2[CH:38]=[CH:39][CH:40]=[C:41]([O:42][CH3:43])[C:5]=2[N:4]=1.CS(Cl)(=O)=O.[N:50]1([C:56]([O:58][C:59]([CH3:62])([CH3:61])[CH3:60])=[O:57])[CH2:55][CH2:54][NH:53][CH2:52][CH2:51]1, predict the reaction product. The product is: [C:30]([O:29][C:27]([N:24]1[CH2:23][CH2:22][CH:21]([N:20]([C:10]2[N:9]=[C:8]([N:7]3[C:6]4[CH:38]=[CH:39][CH:40]=[C:41]([O:42][CH3:43])[C:5]=4[N:4]=[C:3]3[CH:2]([F:44])[F:1])[N:13]=[C:12]([N:14]3[CH2:19][CH2:18][O:17][CH2:16][CH2:15]3)[N:11]=2)[CH2:34][CH2:35][CH2:36][N:53]2[CH2:52][CH2:51][N:50]([C:56]([O:58][C:59]([CH3:62])([CH3:61])[CH3:60])=[O:57])[CH2:55][CH2:54]2)[CH2:26][CH2:25]1)=[O:28])([CH3:32])([CH3:31])[CH3:33]. (5) Given the reactants F[C:2]1[CH:7]=[CH:6][C:5]([N+:8]([O-:10])=[O:9])=[CH:4][C:3]=1[C:11]([F:14])([F:13])[F:12].[CH3:15][N:16]1[CH2:21][CH2:20][CH:19]([NH2:22])[CH2:18][CH2:17]1.C([O-])(O)=O.[Na+], predict the reaction product. The product is: [CH3:15][N:16]1[CH2:21][CH2:20][CH:19]([NH:22][C:2]2[CH:7]=[CH:6][C:5]([N+:8]([O-:10])=[O:9])=[CH:4][C:3]=2[C:11]([F:14])([F:13])[F:12])[CH2:18][CH2:17]1. (6) Given the reactants Br[C:2]1[CH:12]=[CH:11][C:5]([C:6]([N:8]([CH3:10])[CH3:9])=[O:7])=[CH:4][C:3]=1[CH3:13].[CH:14]([B-](F)(F)F)=[CH2:15].[K+].C1C=CC(P(C2C=CC=CC=2)C2C=CC=CC=2)=CC=1.C([O-])([O-])=O.[Cs+].[Cs+].N#N, predict the reaction product. The product is: [CH3:13][C:3]1[CH:4]=[C:5]([CH:11]=[CH:12][C:2]=1[CH:14]=[CH2:15])[C:6]([N:8]([CH3:10])[CH3:9])=[O:7].